From a dataset of Catalyst prediction with 721,799 reactions and 888 catalyst types from USPTO. Predict which catalyst facilitates the given reaction. (1) Reactant: CC([N:5]([C@H:9]1[CH2:14][CH2:13][N:12]([CH2:15][CH:16]2[C:25]3[C:20]4=[C:21]([CH:27]=[CH:28][C:29](=[O:30])[N:19]4[CH2:18][CH2:17]2)[CH:22]=[CH:23][C:24]=3[F:26])[CH2:11][C@H:10]1[OH:31])C(=O)[O-])(C)C.FC(F)(F)C(O)=O. Product: [NH2:5][C@H:9]1[CH2:14][CH2:13][N:12]([CH2:15][CH:16]2[C:25]3[C:20]4=[C:21]([CH:27]=[CH:28][C:29](=[O:30])[N:19]4[CH2:18][CH2:17]2)[CH:22]=[CH:23][C:24]=3[F:26])[CH2:11][C@H:10]1[OH:31]. The catalyst class is: 4. (2) Reactant: [Br:1][C:2]1[C:3]([F:12])=[C:4]2[C:8](=[C:9]([F:11])[CH:10]=1)[NH:7][N:6]=[CH:5]2.C1(C)C=CC(S(O)(=O)=O)=CC=1.[CH2:24]1[CH2:29][O:28][CH:27]=[CH:26][CH2:25]1. Product: [Br:1][C:2]1[CH:10]=[C:9]([F:11])[C:8]2[C:4](=[CH:5][N:6]([CH:27]3[CH2:26][CH2:25][CH2:24][CH2:29][O:28]3)[N:7]=2)[C:3]=1[F:12]. The catalyst class is: 2.